From a dataset of Full USPTO retrosynthesis dataset with 1.9M reactions from patents (1976-2016). Predict the reactants needed to synthesize the given product. (1) The reactants are: [Br:1][C:2]1[C:3](Cl)=[N:4][C:5]([Cl:8])=[N:6][CH:7]=1.[NH2:10][C:11]1[CH:16]=[CH:15][CH:14]=[CH:13][C:12]=1[S:17]([NH:20][CH3:21])(=[O:19])=[O:18].C(=O)([O-])[O-].[K+].[K+].[Cl-].[NH4+]. Given the product [Br:1][C:2]1[C:3]([NH:10][C:11]2[CH:16]=[CH:15][CH:14]=[CH:13][C:12]=2[S:17]([NH:20][CH3:21])(=[O:19])=[O:18])=[N:4][C:5]([Cl:8])=[N:6][CH:7]=1, predict the reactants needed to synthesize it. (2) The reactants are: [O:1]1[CH:5]=[CH:4][N:3]=[C:2]1[C:6]1[CH:11]=[CH:10][C:9]([OH:12])=[CH:8][CH:7]=1.CC(C)([O-])C.[K+].F[C:20]1[CH:25]=[CH:24][C:23]([N+:26]([O-:28])=[O:27])=[CH:22][CH:21]=1.[OH-].[Na+]. Given the product [N+:26]([C:23]1[CH:24]=[CH:25][C:20]([O:12][C:9]2[CH:10]=[CH:11][C:6]([C:2]3[O:1][CH:5]=[CH:4][N:3]=3)=[CH:7][CH:8]=2)=[CH:21][CH:22]=1)([O-:28])=[O:27], predict the reactants needed to synthesize it. (3) Given the product [CH3:1][C:2]1[CH:3]=[C:4]([CH:21]=[C:22]([CH3:33])[C:23]=1[N:24]1[CH:28]=[C:27]([C:29]([F:30])([F:32])[F:31])[CH:26]=[N:25]1)[O:5][CH:6]([C:10]1[CH:11]=[CH:12][C:13]([C:14]([OH:16])=[O:15])=[CH:19][CH:20]=1)[CH2:7][CH2:8][CH3:9], predict the reactants needed to synthesize it. The reactants are: [CH3:1][C:2]1[CH:3]=[C:4]([CH:21]=[C:22]([CH3:33])[C:23]=1[N:24]1[CH:28]=[C:27]([C:29]([F:32])([F:31])[F:30])[CH:26]=[N:25]1)[O:5][CH:6]([C:10]1[CH:20]=[CH:19][C:13]([C:14]([O:16]CC)=[O:15])=[CH:12][CH:11]=1)[CH2:7][CH2:8][CH3:9].O.O1CCCC1.O.[OH-].[Li+]. (4) Given the product [CH3:11][N:12]([CH2:14][C:8]1[N:6]2[CH:7]=[C:2]([I:1])[CH:3]=[CH:4][C:5]2=[N:10][CH:9]=1)[CH3:13], predict the reactants needed to synthesize it. The reactants are: [I:1][C:2]1[CH:3]=[CH:4][C:5]2[N:6]([CH:8]=[CH:9][N:10]=2)[CH:7]=1.[CH3:11][N+:12]([CH3:14])=[CH2:13].[I-].